Predict the reaction yield, written as a fraction of the theoretical maximum amount of product (1.0 means a 100% yield; for example, 0.34 means a 34% yield). From a dataset of Reaction yield outcomes from USPTO patents with 853,638 reactions. (1) The reactants are [Br:1][C:2]1[CH:7]=[C:6]([N+:8]([O-:10])=[O:9])[C:5](F)=[CH:4][C:3]=1F.[C:13](=[O:16])([O-])[O-].[Cs+].[Cs+].[F:19][C:20]1[CH:25]=[C:24]([F:26])[CH:23]=[CH:22][C:21]=1[OH:27]. The catalyst is CS(C)=O. The product is [Br:1][C:2]1[CH:7]=[C:6]([N+:8]([O-:10])=[O:9])[C:5]([O:27][C:21]2[CH:22]=[CH:23][C:24]([F:26])=[CH:25][C:20]=2[F:19])=[CH:4][C:3]=1[O:16][C:13]1[CH:22]=[CH:21][C:20]([F:19])=[CH:25][C:24]=1[F:26]. The yield is 1.00. (2) The reactants are [O:1]1[C:5]2[CH:6]=[CH:7][C:8]([C:10]3([C:13]([NH:15][C:16]4[CH:21]=[CH:20][C:19]([CH:22]([OH:31])[C:23]5[CH:28]=[CH:27][CH:26]=[CH:25][C:24]=5[O:29][CH3:30])=[CH:18][N:17]=4)=[O:14])[CH2:12][CH2:11]3)=[CH:9][C:4]=2[O:3][CH2:2]1.O.CC1C=CC(S(O)(=O)=O)=CC=1.[CH2:44](O)[CH2:45][CH2:46][OH:47]. The catalyst is C1(C)C=CC=CC=1. The product is [O:1]1[C:5]2[CH:6]=[CH:7][C:8]([C:10]3([C:13]([NH:15][C:16]4[CH:21]=[CH:20][C:19]([CH:22]([O:31][CH2:44][CH2:45][CH2:46][OH:47])[C:23]5[CH:28]=[CH:27][CH:26]=[CH:25][C:24]=5[O:29][CH3:30])=[CH:18][N:17]=4)=[O:14])[CH2:12][CH2:11]3)=[CH:9][C:4]=2[O:3][CH2:2]1. The yield is 0.556. (3) The reactants are Br.[CH:2]([NH:5][C:6]1[S:7][CH:8]=[C:9]([C:11]([OH:13])=O)[N:10]=1)([CH3:4])[CH3:3].[NH2:14][C:15]1[CH:20]=[C:19]([O:21][CH3:22])[CH:18]=[CH:17][C:16]=1[C:23](=[O:25])[CH3:24].O=P(Cl)(Cl)Cl.C([O-])(O)=O.[Na+]. The catalyst is N1C=CC=CC=1. The product is [C:23]([C:16]1[CH:17]=[CH:18][C:19]([O:21][CH3:22])=[CH:20][C:15]=1[NH:14][C:11]([C:9]1[N:10]=[C:6]([NH:5][CH:2]([CH3:3])[CH3:4])[S:7][CH:8]=1)=[O:13])(=[O:25])[CH3:24]. The yield is 0.760. (4) The reactants are [CH3:1][C:2]1[S:3][C:4]2[CH:10]=[C:9]([S:11](Cl)(=[O:13])=[O:12])[CH:8]=[CH:7][C:5]=2[N:6]=1.[NH:15]1[CH2:20][CH2:19][CH2:18][CH2:17][CH2:16]1.CCCCCC. The catalyst is C(Cl)(Cl)Cl.C(OCC)(=O)C. The product is [CH3:1][C:2]1[S:3][C:4]2[CH:10]=[C:9]([S:11]([N:15]3[CH2:20][CH2:19][CH2:18][CH2:17][CH2:16]3)(=[O:13])=[O:12])[CH:8]=[CH:7][C:5]=2[N:6]=1. The yield is 0.740.